Dataset: Reaction yield outcomes from USPTO patents with 853,638 reactions. Task: Predict the reaction yield, written as a fraction of the theoretical maximum amount of product (1.0 means a 100% yield; for example, 0.34 means a 34% yield). (1) The reactants are [Si:1]([O:18][CH2:19][C@@H:20]1[C@H:24]2[O:25][C:26]([CH3:29])([CH3:28])[O:27][C@H:23]2[CH:22]([C:30](=[CH:33][OH:34])[C:31]#[N:32])[O:21]1)([C:14]([CH3:17])([CH3:16])[CH3:15])([C:8]1[CH:13]=[CH:12][CH:11]=[CH:10][CH:9]=1)[C:2]1[CH:7]=[CH:6][CH:5]=[CH:4][CH:3]=1.Br[CH2:36][C:37]#[N:38].C([O-])([O-])=O.[Cs+].[Cs+]. The catalyst is CN(C=O)C.CCOC(C)=O. The product is [Si:1]([O:18][CH2:19][C@@H:20]1[C@H:24]2[O:25][C:26]([CH3:28])([CH3:29])[O:27][C@H:23]2[CH:22]([C:30](=[CH:33][O:34][CH2:36][C:37]#[N:38])[C:31]#[N:32])[O:21]1)([C:14]([CH3:17])([CH3:16])[CH3:15])([C:8]1[CH:9]=[CH:10][CH:11]=[CH:12][CH:13]=1)[C:2]1[CH:7]=[CH:6][CH:5]=[CH:4][CH:3]=1. The yield is 0.330. (2) The reactants are [CH3:1][S:2]([C:4]1[S:12][C:11]2[C:6](=[N:7][CH:8]=[CH:9][C:10]=2[O:13][C:14]2[CH:19]=[CH:18][C:17]([NH2:20])=[CH:16][C:15]=2[F:21])[CH:5]=1)=[O:3].[C:22]1([CH2:28][C:29]([N:31]=[C:32]=[S:33])=[O:30])[CH:27]=[CH:26][CH:25]=[CH:24][CH:23]=1. The catalyst is C1COCC1. The product is [CH3:1][S:2]([C:4]1[S:12][C:11]2[C:6](=[N:7][CH:8]=[CH:9][C:10]=2[O:13][C:14]2[CH:19]=[CH:18][C:17]([NH:20][C:32]([NH:31][C:29](=[O:30])[CH2:28][C:22]3[CH:23]=[CH:24][CH:25]=[CH:26][CH:27]=3)=[S:33])=[CH:16][C:15]=2[F:21])[CH:5]=1)=[O:3]. The yield is 0.530. (3) The reactants are C[O:2][C:3](=[O:26])[C:4]1[C:5](=[C:10]([O:14][CH2:15][C:16]2[S:20][C:19]3[CH:21]=[CH:22][CH:23]=[C:24]([F:25])[C:18]=3[CH:17]=2)[CH:11]=[CH:12][CH:13]=1)[C:6]([O:8]C)=[O:7]. The catalyst is [OH-].[Na+]. The product is [F:25][C:24]1[C:18]2[CH:17]=[C:16]([CH2:15][O:14][C:10]3[CH:11]=[CH:12][CH:13]=[C:4]([C:3]([OH:26])=[O:2])[C:5]=3[C:6]([OH:8])=[O:7])[S:20][C:19]=2[CH:21]=[CH:22][CH:23]=1. The yield is 0.840. (4) The reactants are CC(C)([O-])C.[K+].C/C=C/C.C([Li])CCC.B(OC)([C@H:27]1[C@H:32]([CH3:33])[C@@H:31]2[C:34]([CH3:36])(C)[C@@H:29]([CH2:30]2)[CH2:28]1)[C@H:27]1[C@H:32]([CH3:33])[C@@H:31]2[C:34](C)([CH3:36])[C@@H:29]([CH2:30]2)[CH2:28]1.B(F)(F)F.CCOCC.CC(=CC1[N:54]=[C:55]([CH3:58])[S:56][CH:57]=1)C=O.[OH-:59].[Na+].OO. The catalyst is C1COCC1. The product is [CH3:36][C:34]([CH:31]([OH:59])[CH:32]([CH3:33])[CH:27]=[CH2:28])=[CH:29][C:30]1[N:54]=[C:55]([CH3:58])[S:56][CH:57]=1. The yield is 0.740. (5) The reactants are [C:1]1([CH3:17])[CH:6]=[CH:5][C:4]([C:7]2[C:15]3[C:14]([NH2:16])=[N:13][CH:12]=[N:11][C:10]=3[NH:9][CH:8]=2)=[CH:3][CH:2]=1.[H-].[Na+].[Si:20]([O:27][CH2:28][CH2:29][CH2:30]I)([C:23]([CH3:26])([CH3:25])[CH3:24])([CH3:22])[CH3:21]. The catalyst is CN(C=O)C. The product is [Si:20]([O:27][CH2:28][CH2:29][CH2:30][N:9]1[C:10]2[N:11]=[CH:12][N:13]=[C:14]([NH2:16])[C:15]=2[C:7]([C:4]2[CH:3]=[CH:2][C:1]([CH3:17])=[CH:6][CH:5]=2)=[CH:8]1)([C:23]([CH3:24])([CH3:25])[CH3:26])([CH3:22])[CH3:21]. The yield is 0.880.